This data is from NCI-60 drug combinations with 297,098 pairs across 59 cell lines. The task is: Regression. Given two drug SMILES strings and cell line genomic features, predict the synergy score measuring deviation from expected non-interaction effect. (1) Drug 1: CC12CCC3C(C1CCC2=O)CC(=C)C4=CC(=O)C=CC34C. Cell line: KM12. Synergy scores: CSS=19.5, Synergy_ZIP=-0.0405, Synergy_Bliss=-3.83, Synergy_Loewe=-8.48, Synergy_HSA=-6.05. Drug 2: CCCS(=O)(=O)NC1=C(C(=C(C=C1)F)C(=O)C2=CNC3=C2C=C(C=N3)C4=CC=C(C=C4)Cl)F. (2) Synergy scores: CSS=-2.11, Synergy_ZIP=-0.408, Synergy_Bliss=-7.62, Synergy_Loewe=-8.53, Synergy_HSA=-12.5. Drug 2: C1C(C(OC1N2C=NC(=NC2=O)N)CO)O. Cell line: EKVX. Drug 1: CN(CC1=CN=C2C(=N1)C(=NC(=N2)N)N)C3=CC=C(C=C3)C(=O)NC(CCC(=O)O)C(=O)O. (3) Drug 1: C1=C(C(=O)NC(=O)N1)F. Drug 2: CCN(CC)CCNC(=O)C1=C(NC(=C1C)C=C2C3=C(C=CC(=C3)F)NC2=O)C. Cell line: MCF7. Synergy scores: CSS=25.0, Synergy_ZIP=5.64, Synergy_Bliss=3.50, Synergy_Loewe=2.85, Synergy_HSA=3.47.